This data is from NCI-60 drug combinations with 297,098 pairs across 59 cell lines. The task is: Regression. Given two drug SMILES strings and cell line genomic features, predict the synergy score measuring deviation from expected non-interaction effect. (1) Drug 1: C1CC(=O)NC(=O)C1N2CC3=C(C2=O)C=CC=C3N. Drug 2: CC1=C(C(CCC1)(C)C)C=CC(=CC=CC(=CC(=O)O)C)C. Cell line: A549. Synergy scores: CSS=15.8, Synergy_ZIP=-6.84, Synergy_Bliss=-5.22, Synergy_Loewe=-1.49, Synergy_HSA=0.290. (2) Drug 1: CC1=C(C(CCC1)(C)C)C=CC(=CC=CC(=CC(=O)O)C)C. Drug 2: CC1=C2C(C(=O)C3(C(CC4C(C3C(C(C2(C)C)(CC1OC(=O)C(C(C5=CC=CC=C5)NC(=O)C6=CC=CC=C6)O)O)OC(=O)C7=CC=CC=C7)(CO4)OC(=O)C)O)C)OC(=O)C. Cell line: SF-539. Synergy scores: CSS=65.4, Synergy_ZIP=9.56, Synergy_Bliss=13.2, Synergy_Loewe=-4.71, Synergy_HSA=13.1. (3) Drug 1: C1=CC(=C2C(=C1NCCNCCO)C(=O)C3=C(C=CC(=C3C2=O)O)O)NCCNCCO. Drug 2: COC1=C2C(=CC3=C1OC=C3)C=CC(=O)O2. Cell line: HOP-62. Synergy scores: CSS=59.3, Synergy_ZIP=3.60, Synergy_Bliss=0.313, Synergy_Loewe=-36.8, Synergy_HSA=1.48.